This data is from HIV replication inhibition screening data with 41,000+ compounds from the AIDS Antiviral Screen. The task is: Binary Classification. Given a drug SMILES string, predict its activity (active/inactive) in a high-throughput screening assay against a specified biological target. (1) The molecule is O=C(CC1(O)C(=O)Nc2ccc(Br)cc21)c1ccc(Cl)cc1. The result is 0 (inactive). (2) The drug is CC(=O)OC1CCC2C3CCC4C(C)=NNC(=O)C4C3CCC12C. The result is 0 (inactive). (3) The drug is COC(=O)C1=C2Nc3ccccc3C23CCN(Cc2ccccc2)C3CC1C1COC(C)(C)O1.Cl. The result is 0 (inactive).